The task is: Predict the product of the given reaction.. This data is from Forward reaction prediction with 1.9M reactions from USPTO patents (1976-2016). (1) Given the reactants C(O[C:4](=[O:13])[C:5]1[C:10](Cl)=[C:9]([F:12])[CH:8]=[N:7][CH:6]=1)C.[C:14]([O:18][CH2:19][CH3:20])(=[O:17])[CH2:15][OH:16].[H-].[Na+], predict the reaction product. The product is: [CH2:19]([O:18][C:14]([C:15]1[O:16][C:10]2[C:9]([F:12])=[CH:8][N:7]=[CH:6][C:5]=2[C:4]=1[OH:13])=[O:17])[CH3:20]. (2) Given the reactants [C:1]1([Mg]Br)[CH:6]=[CH:5][CH:4]=[CH:3][CH:2]=1.[O:9]=[C:10]1[CH2:15][CH2:14][CH2:13][CH2:12][N:11]1[C:16]([O:18][C:19]([CH3:22])([CH3:21])[CH3:20])=[O:17].C(OCC)(=O)C, predict the reaction product. The product is: [O:9]=[C:10]([C:1]1[CH:6]=[CH:5][CH:4]=[CH:3][CH:2]=1)[CH2:15][CH2:14][CH2:13][CH2:12][NH:11][C:16](=[O:17])[O:18][C:19]([CH3:21])([CH3:20])[CH3:22]. (3) Given the reactants [CH3:1][C:2]1([CH3:36])[O:7][C:6]2[CH:8]=[CH:9][C:10]([C@H:12]3[O:16][C:15](=[O:17])[N:14]([CH2:18][CH2:19][CH2:20][CH2:21][CH2:22][CH2:23][O:24][CH2:25][CH2:26][CH2:27][CH2:28][C:29]4[CH:34]=[CH:33][CH:32]=[C:31](I)[CH:30]=4)[CH2:13]3)=[CH:11][C:5]=2[CH2:4][O:3]1.C(N(CC)CC)C.[CH:44]1([SH:49])[CH2:48][CH2:47][CH2:46][CH2:45]1.O, predict the reaction product. The product is: [CH:44]1([S:49][C:31]2[CH:30]=[C:29]([CH2:28][CH2:27][CH2:26][CH2:25][O:24][CH2:23][CH2:22][CH2:21][CH2:20][CH2:19][CH2:18][N:14]3[CH2:13][C@@H:12]([C:10]4[CH:9]=[CH:8][C:6]5[O:7][C:2]([CH3:1])([CH3:36])[O:3][CH2:4][C:5]=5[CH:11]=4)[O:16][C:15]3=[O:17])[CH:34]=[CH:33][CH:32]=2)[CH2:48][CH2:47][CH2:46][CH2:45]1. (4) Given the reactants [CH2:1]([C:3]1[CH:8]=[CH:7][N:6]=[C:5]([CH2:9][O:10][C:11]2[C:12]([C:18]3[CH:35]=[CH:34][C:21]4[CH2:22][CH2:23][N:24](C(OC(C)(C)C)=O)[CH2:25][CH2:26][C:20]=4[CH:19]=3)=[N:13][C:14]([CH3:17])=[CH:15][CH:16]=2)[CH:4]=1)[CH3:2].Cl, predict the reaction product. The product is: [CH2:1]([C:3]1[CH:8]=[CH:7][N:6]=[C:5]([CH2:9][O:10][C:11]2[C:12]([C:18]3[CH:35]=[CH:34][C:21]4[CH2:22][CH2:23][NH:24][CH2:25][CH2:26][C:20]=4[CH:19]=3)=[N:13][C:14]([CH3:17])=[CH:15][CH:16]=2)[CH:4]=1)[CH3:2].